Dataset: Reaction yield outcomes from USPTO patents with 853,638 reactions. Task: Predict the reaction yield, written as a fraction of the theoretical maximum amount of product (1.0 means a 100% yield; for example, 0.34 means a 34% yield). (1) The reactants are [C:1]1([CH:7]([C:13]([O:15][CH2:16][CH3:17])=[O:14])[C:8]([O:10][CH2:11][CH3:12])=[O:9])[CH:6]=[CH:5][CH:4]=[CH:3][CH:2]=1.[H-].[Na+].C1C(=O)N([Br:27])C(=O)C1. The catalyst is C1COCC1. The product is [CH2:16]([O:15][C:13](=[O:14])[C:7]([Br:27])([C:1]1[CH:2]=[CH:3][CH:4]=[CH:5][CH:6]=1)[C:8]([O:10][CH2:11][CH3:12])=[O:9])[CH3:17]. The yield is 0.850. (2) The reactants are [C:1]1(=O)[CH2:6][CH2:5][CH2:4][CH2:3][CH2:2]1.C[C:9]1[NH:10][C:11]2[C:16]([CH:17]=1)=[CH:15][CH:14]=[C:13]([C:18]([OH:20])=[O:19])[CH:12]=2.C[O-].[Na+]. The catalyst is CO. The product is [C:1]1([C:17]2[C:16]3[C:11](=[CH:12][C:13]([C:18]([OH:20])=[O:19])=[CH:14][CH:15]=3)[NH:10][CH:9]=2)[CH2:6][CH2:5][CH2:4][CH2:3][CH:2]=1. The yield is 0.975. (3) The reactants are [NH2:1][C:2]1[C:10]2[C:5](=[N:6][CH:7]=[C:8]([Br:25])[C:9]=2[N:11]2[CH2:16][CH2:15][CH2:14][C@@H:13]([NH:17][C:18](=[O:24])[O:19][C:20]([CH3:23])([CH3:22])[CH3:21])[CH2:12]2)[NH:4][CH:3]=1.C(N(CC)CC)C.[C:33](O[C:33]([O:35][CH2:36][CH3:37])=[O:34])([O:35][CH2:36][CH3:37])=[O:34].O. The catalyst is C(Cl)Cl.CC#N.O. The product is [Br:25][C:8]1[C:9]([N:11]2[CH2:16][CH2:15][CH2:14][C@@H:13]([NH:17][C:18](=[O:24])[O:19][C:20]([CH3:21])([CH3:22])[CH3:23])[CH2:12]2)=[C:10]2[C:2]([NH:1][C:33]([O:35][CH2:36][CH3:37])=[O:34])=[CH:3][NH:4][C:5]2=[N:6][CH:7]=1. The yield is 0.550. (4) The reactants are C(OC(=O)C)(=O)C.[CH3:8][O:9][C:10]1[CH:18]=[CH:17][CH:16]=[C:12]([C:13]([OH:15])=O)[C:11]=1[C:19]([OH:21])=[O:20]. The catalyst is O1CCCC1. The product is [CH3:8][O:9][C:10]1[CH:18]=[CH:17][CH:16]=[C:12]2[C:13]([O:21][C:19](=[O:20])[C:11]=12)=[O:15]. The yield is 0.990. (5) The reactants are [CH:1]1([C:4]([N:6]2[CH2:11][CH2:10][N:9]([C:12]([C:14]3[CH:19]=[CH:18][C:17]([CH:20]4[C:29](=O)[C:28]5[C:27]([C:31](OC)=[O:32])=[CH:26][CH:25]=[CH:24][C:23]=5[NH:22][CH:21]4[C:35]4[CH:40]=[CH:39][C:38]([CH:41]([O:45][CH2:46][CH3:47])[O:42][CH2:43][CH3:44])=[CH:37][CH:36]=4)=[CH:16][CH:15]=3)=[O:13])[CH2:8][CH2:7]2)=O)[CH2:3][CH2:2]1.[OH2:48].[NH2:49][NH2:50]. The catalyst is CO. The product is [CH:1]1([C:4]([N:6]2[CH2:7][CH2:8][N:9]([C:12]([C:14]3[CH:15]=[CH:16][C:17]([CH:20]4[C:29]5=[N:49][NH:50][C:31](=[O:32])[C:27]6[CH:26]=[CH:25][CH:24]=[C:23]([C:28]=65)[NH:22][CH:21]4[C:35]4[CH:40]=[CH:39][C:38]([CH:41]([O:42][CH2:43][CH3:44])[O:45][CH2:46][CH3:47])=[CH:37][CH:36]=4)=[CH:18][CH:19]=3)=[O:13])[CH2:10][CH2:11]2)=[O:48])[CH2:2][CH2:3]1. The yield is 0.650. (6) The reactants are [CH2:1]([O:8][C:9]1[CH:14]=[CH:13][NH:12][C:11](=[O:15])[CH:10]=1)[C:2]1[CH:7]=[CH:6][CH:5]=[CH:4][CH:3]=1.I[C:17]1[CH:18]=[CH:19][C:20]([NH2:23])=[N:21][CH:22]=1.CN[C@@H]1CCCC[C@H]1NC.C(=O)([O-])[O-].[K+].[K+]. The catalyst is C1(C)C=CC=CC=1.[Cu]I. The product is [NH2:23][C:20]1[N:21]=[CH:22][C:17]([N:12]2[CH:13]=[CH:14][C:9]([O:8][CH2:1][C:2]3[CH:3]=[CH:4][CH:5]=[CH:6][CH:7]=3)=[CH:10][C:11]2=[O:15])=[CH:18][CH:19]=1. The yield is 0.970. (7) The reactants are [NH2:1][C:2]1[CH:7]=[CH:6][C:5]([C:8]([F:11])([F:10])[F:9])=[CH:4][CH:3]=1.C(N(CC)CC)C.[CH3:19][C:20]([CH3:25])([CH3:24])[C:21](Cl)=[O:22]. The catalyst is ClCCl. The product is [F:11][C:8]([F:9])([F:10])[C:5]1[CH:6]=[CH:7][C:2]([NH:1][C:21](=[O:22])[C:20]([CH3:25])([CH3:24])[CH3:19])=[CH:3][CH:4]=1. The yield is 0.980. (8) The product is [CH3:15][O:14][C:1](=[O:13])[CH:2]=[CH:3][C:4]1[CH:12]=[CH:11][C:9]([O:10][CH2:34][C:32]([O:17][CH3:16])=[O:33])=[C:6]([O:7][CH3:8])[CH:5]=1. No catalyst specified. The yield is 0.706. The reactants are [C:1]([O:14][CH3:15])(=[O:13])/[CH:2]=[CH:3]/[C:4]1[CH:12]=[CH:11][C:9]([OH:10])=[C:6]([O:7][CH3:8])[CH:5]=1.[C:16]([O-])([O-])=[O:17].[K+].[K+].[I-].[Na+].P(O)([O-])([O-])=O.[Na+].[Na+].C[C:32]([CH3:34])=[O:33].